Dataset: Full USPTO retrosynthesis dataset with 1.9M reactions from patents (1976-2016). Task: Predict the reactants needed to synthesize the given product. (1) Given the product [N+:1](/[CH:4]=[CH:5]/[C:6]1[C:14]2[CH:13]=[CH:12][CH:11]=[CH:10][C:9]=2[N:8]2[CH2:15][CH2:16][NH:17][CH2:18][CH2:19][C:7]=12)([O-:3])=[O:2], predict the reactants needed to synthesize it. The reactants are: [N+:1](/[CH:4]=[CH:5]/[C:6]1[C:14]2[CH:13]=[CH:12][CH:11]=[CH:10][C:9]=2[N:8]2[CH2:15][CH2:16][N:17](C(OC(C)(C)C)=O)[CH2:18][CH2:19][C:7]=12)([O-:3])=[O:2].Cl. (2) Given the product [Si:25]([O:14][C:9]1([CH3:13])[CH2:8][N:7]([CH:15]2[CH2:19][CH2:18][CH2:17][CH2:16]2)[C:6]2[N:20]=[C:2]([Cl:1])[N:3]=[CH:4][C:5]=2[NH:11][C:10]1=[O:12])([C:22]([CH3:24])([CH3:23])[CH3:21])([CH3:27])[CH3:26], predict the reactants needed to synthesize it. The reactants are: [Cl:1][C:2]1[N:3]=[CH:4][C:5]2[NH:11][C:10](=[O:12])[C:9]([OH:14])([CH3:13])[CH2:8][N:7]([CH:15]3[CH2:19][CH2:18][CH2:17][CH2:16]3)[C:6]=2[N:20]=1.[CH3:21][C:22]([Si:25](Cl)([CH3:27])[CH3:26])([CH3:24])[CH3:23].N1C=CN=C1. (3) Given the product [CH3:22][S:23]([C:26]1[CH:31]=[C:30]([C:2]2[S:6][C:5]([C:7]3[N:11]([CH2:12][C:13]([O:15][CH2:16][CH3:17])=[O:14])[N:10]=[C:9]([C:18]([F:21])([F:20])[F:19])[CH:8]=3)=[CH:4][CH:3]=2)[CH:29]=[CH:28][CH:27]=1)(=[O:25])=[O:24], predict the reactants needed to synthesize it. The reactants are: Br[C:2]1[S:6][C:5]([C:7]2[N:11]([CH2:12][C:13]([O:15][CH2:16][CH3:17])=[O:14])[N:10]=[C:9]([C:18]([F:21])([F:20])[F:19])[CH:8]=2)=[CH:4][CH:3]=1.[CH3:22][S:23]([C:26]1[CH:27]=[C:28](B(O)O)[CH:29]=[CH:30][CH:31]=1)(=[O:25])=[O:24].C(=O)([O-])[O-].[Na+].[Na+]. (4) Given the product [Cl:1][C:2]1[CH:3]=[CH:4][C:5]2[N:11]3[C:12]([C:15]([Cl:18])([F:17])[F:16])=[N:13][N:14]=[C:10]3[C@@H:9]([CH2:19][C:20]([OH:22])=[O:21])[O:8][C@H:7]([C:25]3[CH:30]=[CH:29][CH:28]=[C:27]([O:31][CH3:32])[C:26]=3[O:33][CH3:34])[C:6]=2[CH:35]=1, predict the reactants needed to synthesize it. The reactants are: [Cl:1][C:2]1[CH:3]=[CH:4][C:5]2[N:11]3[C:12]([C:15]([Cl:18])([F:17])[F:16])=[N:13][N:14]=[C:10]3[C@@H:9]([CH2:19][C:20]([O:22]CC)=[O:21])[O:8][C@H:7]([C:25]3[CH:30]=[CH:29][CH:28]=[C:27]([O:31][CH3:32])[C:26]=3[O:33][CH3:34])[C:6]=2[CH:35]=1.Cl. (5) The reactants are: [CH2:1]([O:8][C:9]1[CH:10]=[C:11]([CH:24]=[CH:25][C:26]=1[N+:27]([O-])=O)[CH2:12][N:13]([CH3:23])[S:14]([C:17]1[CH:22]=[CH:21][CH:20]=[CH:19][CH:18]=1)(=[O:16])=[O:15])[C:2]1[CH:7]=[CH:6][CH:5]=[CH:4][CH:3]=1. Given the product [NH2:27][C:26]1[CH:25]=[CH:24][C:11]([CH2:12][N:13]([CH3:23])[S:14]([C:17]2[CH:22]=[CH:21][CH:20]=[CH:19][CH:18]=2)(=[O:16])=[O:15])=[CH:10][C:9]=1[O:8][CH2:1][C:2]1[CH:7]=[CH:6][CH:5]=[CH:4][CH:3]=1, predict the reactants needed to synthesize it. (6) The reactants are: Br[C:2]1[CH:3]=[C:4]([CH:27]=[CH:28][CH:29]=1)[C:5]([NH:7][C:8]1[C:17]2[C:12](=[CH:13][CH:14]=[CH:15][CH:16]=2)[C:11]([O:18][CH2:19][CH2:20][N:21]2[CH2:26][CH2:25][O:24][CH2:23][CH2:22]2)=[CH:10][CH:9]=1)=[O:6].[NH:30]1[CH2:35][CH2:34][O:33][CH2:32][CH2:31]1. Given the product [N:30]1([C:2]2[CH:3]=[C:4]([CH:27]=[CH:28][CH:29]=2)[C:5]([NH:7][C:8]2[C:17]3[C:12](=[CH:13][CH:14]=[CH:15][CH:16]=3)[C:11]([O:18][CH2:19][CH2:20][N:21]3[CH2:26][CH2:25][O:24][CH2:23][CH2:22]3)=[CH:10][CH:9]=2)=[O:6])[CH2:35][CH2:34][O:33][CH2:32][CH2:31]1, predict the reactants needed to synthesize it. (7) Given the product [CH2:1]([O:8][C:9]1[CH:14]=[CH:13][C:12]([Br:15])=[CH:11][C:10]=1[CH2:16][Br:19])[C:2]1[CH:7]=[CH:6][CH:5]=[CH:4][CH:3]=1, predict the reactants needed to synthesize it. The reactants are: [CH2:1]([O:8][C:9]1[CH:14]=[CH:13][C:12]([Br:15])=[CH:11][C:10]=1[CH2:16]O)[C:2]1[CH:7]=[CH:6][CH:5]=[CH:4][CH:3]=1.P(Br)(Br)[Br:19]. (8) Given the product [CH3:1][N:2]1[C:6]([C:7]2[S:8][C:9]([C:12]([OH:14])=[O:13])=[CH:10][N:11]=2)=[CH:5][CH:4]=[N:3]1, predict the reactants needed to synthesize it. The reactants are: [CH3:1][N:2]1[C:6]([C:7]2[S:8][C:9]([C:12]([O:14]CC)=[O:13])=[CH:10][N:11]=2)=[CH:5][CH:4]=[N:3]1.[OH-].[Na+].Cl. (9) Given the product [F:7][C:8]1[CH:13]=[CH:12][C:11]([C:14]2[CH:15]=[C:16]([C:17]([O:19][CH2:20][CH3:21])=[O:18])[NH:26][N:25]=2)=[CH:10][CH:9]=1, predict the reactants needed to synthesize it. The reactants are: CC(C)([O-])C.[K+].[F:7][C:8]1[CH:13]=[CH:12][C:11]([C:14](=O)[CH2:15][C:16](=O)[C:17]([O:19][CH2:20][CH3:21])=[O:18])=[CH:10][CH:9]=1.O.[NH2:25][NH2:26].